This data is from Full USPTO retrosynthesis dataset with 1.9M reactions from patents (1976-2016). The task is: Predict the reactants needed to synthesize the given product. (1) Given the product [F:17][C@@H:16]1[C@@:11]2([C:10](=[O:21])[O:9][CH2:8][N:7]2[C:5]([O:4][CH2:1][CH:2]=[CH2:3])=[O:6])[CH:12]2[C@H:14]([C@@H:13]2[C:18]([O:20][C@@H:23]2[C:32]3[C:27](=[CH:28][CH:29]=[CH:30][CH:31]=3)[C:25](=[O:26])[O:24]2)=[O:19])[CH2:15]1, predict the reactants needed to synthesize it. The reactants are: [CH2:1]([O:4][C:5]([N:7]1[C@:11]2([C@@H:16]([F:17])[CH2:15][C@@H:14]3[C@H:12]2[C@H:13]3[C:18]([OH:20])=[O:19])[C:10](=[O:21])[O:9][CH2:8]1)=[O:6])[CH:2]=[CH2:3].Br[CH:23]1[C:32]2[C:27](=[CH:28][CH:29]=[CH:30][CH:31]=2)[C:25](=[O:26])[O:24]1. (2) Given the product [C:25]([O:28][C@:29]1([C:38]2[CH:47]=[CH:46][C:45]3[C:40](=[CH:41][C:42]([CH:50]=[CH2:51])=[C:43]([O:48][CH3:49])[CH:44]=3)[CH:39]=2)[CH2:33][N:32]([C:61](=[O:62])[C@@H:60]([NH:59][C:57]([O:56][CH2:55][CH2:54][C:53]([CH3:71])([CH3:52])[CH2:68][CH:69]=[CH2:70])=[O:58])[C:64]([CH3:67])([CH3:66])[CH3:65])[C@H:31]([C:34]([O:36][CH3:37])=[O:35])[CH2:30]1)(=[O:27])[CH3:26], predict the reactants needed to synthesize it. The reactants are: CN(C(ON1N=NC2C=CC=NC1=2)=[N+](C)C)C.F[P-](F)(F)(F)(F)F.[C:25]([O:28][C@:29]1([C:38]2[CH:47]=[CH:46][C:45]3[C:40](=[CH:41][C:42]([CH:50]=[CH2:51])=[C:43]([O:48][CH3:49])[CH:44]=3)[CH:39]=2)[CH2:33][NH:32][C@H:31]([C:34]([O:36][CH3:37])=[O:35])[CH2:30]1)(=[O:27])[CH3:26].[CH3:52][C:53]([CH3:71])([CH2:68][CH:69]=[CH2:70])[CH2:54][CH2:55][O:56][C:57]([NH:59][C@@H:60]([C:64]([CH3:67])([CH3:66])[CH3:65])[C:61](O)=[O:62])=[O:58].CCN(C(C)C)C(C)C. (3) Given the product [Br:1][C:2]1[C:7](=[O:8])[N:6]([CH2:9][C:10]([NH:12][CH2:13][CH:14]2[CH2:15][CH2:16][NH:17][CH2:18][CH2:19]2)=[O:11])[N:5]=[CH:4][C:3]=1[NH:27][C@@H:28]1[CH2:33][C@@H:32]2[CH2:34][C@@H:30]([C:31]2([CH3:36])[CH3:35])[C@H:29]1[CH3:37], predict the reactants needed to synthesize it. The reactants are: [Br:1][C:2]1[C:7](=[O:8])[N:6]([CH2:9][C:10]([NH:12][CH2:13][CH:14]2[CH2:19][CH2:18][N:17](C(OC(C)(C)C)=O)[CH2:16][CH2:15]2)=[O:11])[N:5]=[CH:4][C:3]=1[NH:27][C@@H:28]1[CH2:33][C@@H:32]2[CH2:34][C@@H:30]([C:31]2([CH3:36])[CH3:35])[C@H:29]1[CH3:37].C(OCC)(=O)C. (4) Given the product [CH3:1][O:2][C:3](=[O:12])[C:4]1[CH:9]=[C:8]([F:10])[CH:7]=[C:6]([C:14]#[N:15])[CH:5]=1, predict the reactants needed to synthesize it. The reactants are: [CH3:1][O:2][C:3](=[O:12])[C:4]1[CH:9]=[C:8]([F:10])[CH:7]=[C:6](Br)[CH:5]=1.[Cu](C#N)[C:14]#[N:15].C([O-])([O-])=O.[K+].[K+].C(OCC)(=O)C. (5) Given the product [Cl:3][C:4]1[N:8]([C:9]2[N:14]=[CH:13][CH:12]=[CH:11][N:10]=2)[N:7]=[CH:6][C:5]=1[C:15]([OH:17])=[O:16], predict the reactants needed to synthesize it. The reactants are: [OH-].[Na+].[Cl:3][C:4]1[N:8]([C:9]2[N:14]=[CH:13][CH:12]=[CH:11][N:10]=2)[N:7]=[CH:6][C:5]=1[C:15]([O:17]CC)=[O:16].O. (6) The reactants are: CN(C)C=O.Br[C:7]1[CH:12]=[CH:11][C:10]([C:13]2[N:14]([CH2:22][O:23][CH2:24][CH2:25][Si:26]([CH3:29])([CH3:28])[CH3:27])[CH:15]=[C:16]([C:18]([F:21])([F:20])[F:19])[N:17]=2)=[C:9]([F:30])[CH:8]=1.[CH3:31][C:32]([CH3:55])([CH2:37][O:38][C:39]1[CH:44]=[C:43]([CH3:45])[C:42](B2OC(C)(C)C(C)(C)O2)=[CH:41][N:40]=1)[C:33]([O:35][CH3:36])=[O:34].C(=O)([O-])[O-].[Na+].[Na+]. Given the product [F:30][C:9]1[CH:8]=[C:7]([C:42]2[C:43]([CH3:45])=[CH:44][C:39]([O:38][CH2:37][C:32]([CH3:31])([CH3:55])[C:33]([O:35][CH3:36])=[O:34])=[N:40][CH:41]=2)[CH:12]=[CH:11][C:10]=1[C:13]1[N:14]([CH2:22][O:23][CH2:24][CH2:25][Si:26]([CH3:29])([CH3:28])[CH3:27])[CH:15]=[C:16]([C:18]([F:21])([F:20])[F:19])[N:17]=1, predict the reactants needed to synthesize it. (7) Given the product [CH3:20][O:13][C:12](=[O:14])[CH2:11][C:6]1[CH:7]=[C:8]([O:9][CH3:10])[C:3]([C:1]#[N:2])=[CH:4][C:5]=1[F:15], predict the reactants needed to synthesize it. The reactants are: [C:1]([C:3]1[C:8]([O:9][CH3:10])=[CH:7][C:6]([CH2:11][C:12]([OH:14])=[O:13])=[C:5]([F:15])[CH:4]=1)#[N:2].S(Cl)(Cl)=O.[CH3:20]O. (8) Given the product [I:12][C:8]1[C:5]([CH2:6][OH:7])=[CH:4][C:3]2[O:2][CH2:1][O:11][C:10]=2[CH:9]=1, predict the reactants needed to synthesize it. The reactants are: [CH2:1]1[O:11][C:10]2[CH:9]=[CH:8][C:5]([CH2:6][OH:7])=[CH:4][C:3]=2[O:2]1.[I:12]I. (9) Given the product [CH:1]1([NH:6][C:7]([C:9]2[C:13]([NH:14][C:29]([C:24]3[CH:25]=[N:26][CH:27]=[CH:28][N:23]=3)=[O:30])=[C:12]([CH2:17][CH3:18])[NH:11][N:10]=2)=[O:8])[CH2:5][CH2:4][CH2:3][CH2:2]1, predict the reactants needed to synthesize it. The reactants are: [CH:1]1([NH:6][C:7]([C:9]2[C:13]([N+:14]([O-])=O)=[C:12]([CH2:17][CH3:18])[NH:11][N:10]=2)=[O:8])[CH2:5][CH2:4][CH2:3][CH2:2]1.C([O-])=O.[NH4+].[N:23]1[CH:28]=[CH:27][N:26]=[CH:25][C:24]=1[C:29](O)=[O:30].Cl.C(N=C=NCCCN(C)C)C.ON1C2C=CC=CC=2N=N1. (10) Given the product [CH3:33][O:32][C:29]1[CH:28]=[CH:27][C:26]([CH2:25][O:24][C:22]2[N:21]=[C:20]([S:34]([CH3:37])(=[O:36])=[O:35])[N:19]=[C:18]([C:5]3[C:4]4[C:8](=[CH:9][CH:10]=[C:2]([B:38]5[O:42][C:41]([CH3:44])([CH3:43])[C:40]([CH3:46])([CH3:45])[O:39]5)[CH:3]=4)[N:7]([C:11]([O:13][C:14]([CH3:17])([CH3:15])[CH3:16])=[O:12])[CH:6]=3)[CH:23]=2)=[CH:31][CH:30]=1, predict the reactants needed to synthesize it. The reactants are: Br[C:2]1[CH:3]=[C:4]2[C:8](=[CH:9][CH:10]=1)[N:7]([C:11]([O:13][C:14]([CH3:17])([CH3:16])[CH3:15])=[O:12])[CH:6]=[C:5]2[C:18]1[CH:23]=[C:22]([O:24][CH2:25][C:26]2[CH:31]=[CH:30][C:29]([O:32][CH3:33])=[CH:28][CH:27]=2)[N:21]=[C:20]([S:34]([CH3:37])(=[O:36])=[O:35])[N:19]=1.[B:38]1([B:38]2[O:42][C:41]([CH3:44])([CH3:43])[C:40]([CH3:46])([CH3:45])[O:39]2)[O:42][C:41]([CH3:44])([CH3:43])[C:40]([CH3:46])([CH3:45])[O:39]1.C([O-])(=O)C.[K+].